Dataset: NCI-60 drug combinations with 297,098 pairs across 59 cell lines. Task: Regression. Given two drug SMILES strings and cell line genomic features, predict the synergy score measuring deviation from expected non-interaction effect. (1) Drug 1: CC1=C(C=C(C=C1)C(=O)NC2=CC(=CC(=C2)C(F)(F)F)N3C=C(N=C3)C)NC4=NC=CC(=N4)C5=CN=CC=C5. Drug 2: CC=C1C(=O)NC(C(=O)OC2CC(=O)NC(C(=O)NC(CSSCCC=C2)C(=O)N1)C(C)C)C(C)C. Cell line: OVCAR-4. Synergy scores: CSS=4.05, Synergy_ZIP=-1.63, Synergy_Bliss=1.19, Synergy_Loewe=-21.8, Synergy_HSA=-6.56. (2) Drug 1: CC=C1C(=O)NC(C(=O)OC2CC(=O)NC(C(=O)NC(CSSCCC=C2)C(=O)N1)C(C)C)C(C)C. Drug 2: CC1=C(C(=O)C2=C(C1=O)N3CC4C(C3(C2COC(=O)N)OC)N4)N. Cell line: LOX IMVI. Synergy scores: CSS=85.5, Synergy_ZIP=3.95, Synergy_Bliss=1.78, Synergy_Loewe=3.79, Synergy_HSA=5.76.